Dataset: Peptide-MHC class I binding affinity with 185,985 pairs from IEDB/IMGT. Task: Regression. Given a peptide amino acid sequence and an MHC pseudo amino acid sequence, predict their binding affinity value. This is MHC class I binding data. (1) The peptide sequence is RTMGWTEYQ. The MHC is HLA-A03:01 with pseudo-sequence HLA-A03:01. The binding affinity (normalized) is 0.0847. (2) The peptide sequence is YQNEVTPEY. The MHC is HLA-A11:01 with pseudo-sequence HLA-A11:01. The binding affinity (normalized) is 0.562. (3) The peptide sequence is AQCFKMFYK. The MHC is HLA-A03:01 with pseudo-sequence HLA-A03:01. The binding affinity (normalized) is 0.700. (4) The peptide sequence is GLKRGGVLL. The MHC is HLA-B44:02 with pseudo-sequence HLA-B44:02. The binding affinity (normalized) is 0.0847. (5) The peptide sequence is HPDMDSMMI. The MHC is HLA-B53:01 with pseudo-sequence HLA-B53:01. The binding affinity (normalized) is 0.527. (6) The MHC is HLA-A33:01 with pseudo-sequence HLA-A33:01. The peptide sequence is KQLCYCPASK. The binding affinity (normalized) is 0.0439. (7) The peptide sequence is LMRTNFLIK. The MHC is HLA-A02:16 with pseudo-sequence HLA-A02:16. The binding affinity (normalized) is 0.0847.